This data is from Reaction yield outcomes from USPTO patents with 853,638 reactions. The task is: Predict the reaction yield, written as a fraction of the theoretical maximum amount of product (1.0 means a 100% yield; for example, 0.34 means a 34% yield). (1) The reactants are C(OO)(=[O:3])C.[C:6]([O:9][C@@H:10]1[C@@H:15]([O:16][C:17](=[O:19])[CH3:18])[C@H:14]([O:20][C:21](=[O:23])[CH3:22])[C@@H:13]([S:24][CH3:25])[O:12][C@H:11]1[C:26]1[CH:31]=[CH:30][C:29]([CH3:32])=[C:28]([CH2:33][C:34]2[CH:39]=[CH:38][C:37]([CH2:40][CH2:41][CH2:42][C:43]([O:45][CH3:46])=[O:44])=[CH:36][CH:35]=2)[CH:27]=1)(=[O:8])[CH3:7]. The catalyst is CC(O)=O.CC#N. The product is [C:6]([O:9][C@@H:10]1[C@@H:15]([O:16][C:17](=[O:19])[CH3:18])[C@H:14]([O:20][C:21](=[O:23])[CH3:22])[C@@H:13]([S@:24]([CH3:25])=[O:3])[O:12][C@H:11]1[C:26]1[CH:31]=[CH:30][C:29]([CH3:32])=[C:28]([CH2:33][C:34]2[CH:35]=[CH:36][C:37]([CH2:40][CH2:41][CH2:42][C:43]([O:45][CH3:46])=[O:44])=[CH:38][CH:39]=2)[CH:27]=1)(=[O:8])[CH3:7]. The yield is 0.580. (2) The reactants are [C:1]([O:5][C:6](=[O:22])[N:7]([CH2:19][CH:20]=[CH2:21])[C@H:8]1[CH2:17][CH2:16][C:15]2[C:10](=[CH:11][CH:12]=[C:13](Br)[CH:14]=2)[CH2:9]1)([CH3:4])([CH3:3])[CH3:2].[CH:23]([C:26]1[CH:31]=[CH:30][C:29]([S:32]([NH2:35])(=[O:34])=[O:33])=[CH:28][CH:27]=1)([CH3:25])[CH3:24].[H-].[Na+]. The catalyst is FC(F)(F)C1C=CC=CC=1.C1C=CC(/C=C/C(/C=C/C2C=CC=CC=2)=O)=CC=1.C1C=CC(/C=C/C(/C=C/C2C=CC=CC=2)=O)=CC=1.C1C=CC(/C=C/C(/C=C/C2C=CC=CC=2)=O)=CC=1.[Pd].[Pd].C(P(C(C)(C)C)C(C)(C)C)(C)(C)C. The product is [C:1]([O:5][C:6](=[O:22])[N:7]([CH2:19][CH:20]=[CH2:21])[C@H:8]1[CH2:17][CH2:16][C:15]2[C:10](=[CH:11][CH:12]=[C:13]([NH:35][S:32]([C:29]3[CH:30]=[CH:31][C:26]([CH:23]([CH3:25])[CH3:24])=[CH:27][CH:28]=3)(=[O:33])=[O:34])[CH:14]=2)[CH2:9]1)([CH3:4])([CH3:3])[CH3:2]. The yield is 0.310. (3) The product is [C:1]([O:5][C:6]([N:8]1[CH2:12][CH2:11][CH:10]([C:13]2[NH:30][C:16]([C:18]3[CH:23]=[CH:22][C:21]([Br:24])=[CH:20][CH:19]=3)=[CH:15][N:14]=2)[CH2:9]1)=[O:7])([CH3:4])([CH3:3])[CH3:2]. The yield is 0.560. The catalyst is C1(C)C(C)=CC=CC=1. The reactants are [C:1]([O:5][C:6]([N:8]1[CH2:12][CH2:11][CH:10]([C:13](=O)[NH:14][CH2:15][C:16]([C:18]2[CH:23]=[CH:22][C:21]([Br:24])=[CH:20][CH:19]=2)=O)[CH2:9]1)=[O:7])([CH3:4])([CH3:3])[CH3:2].C([O-])(=O)C.[NH4+:30]. (4) The reactants are Cl[C:2]1[CH:7]=[CH:6][N:5]=[CH:4][C:3]=1[N+:8]([O-:10])=[O:9].[CH3:11][O:12][C:13]1[CH:19]=[CH:18][C:16]([NH2:17])=[CH:15][CH:14]=1.C(=O)(O)[O-].[Na+]. The catalyst is C1COCC1.CCO. The product is [CH3:11][O:12][C:13]1[CH:19]=[CH:18][C:16]([NH:17][C:2]2[CH:7]=[CH:6][N:5]=[CH:4][C:3]=2[N+:8]([O-:10])=[O:9])=[CH:15][CH:14]=1. The yield is 1.00.